This data is from Full USPTO retrosynthesis dataset with 1.9M reactions from patents (1976-2016). The task is: Predict the reactants needed to synthesize the given product. (1) Given the product [C:38]1([P:31](=[O:3])([C:25]2[CH:26]=[CH:27][CH:28]=[CH:29][CH:30]=2)[C:32]2[CH:37]=[CH:36][CH:35]=[CH:34][CH:33]=2)[CH:39]=[CH:40][CH:41]=[CH:42][CH:43]=1, predict the reactants needed to synthesize it. The reactants are: C(O[C@@H]1[C@@H](OC(=O)C)[C@H](OC(=O)C)[C@@H](COC(=O)C)OC1O)(=[O:3])C.[C:25]1([P:31]([C:38]2[CH:43]=[CH:42][CH:41]=[CH:40][CH:39]=2)[C:32]2[CH:37]=[CH:36][CH:35]=[CH:34][CH:33]=2)[CH:30]=[CH:29][CH:28]=[CH:27][CH:26]=1.CCOC(/N=N/C(OCC)=O)=O. (2) Given the product [Br:1][C:11]1[N:12]2[CH2:18][CH2:17][CH2:16][CH2:15][CH2:14][C:13]2=[N:9][CH:10]=1, predict the reactants needed to synthesize it. The reactants are: [Br:1]N1C(=O)CCC1=O.[N:9]1[CH:10]=[CH:11][N:12]2[CH2:18][CH2:17][CH2:16][CH2:15][CH2:14][C:13]=12.C(=O)(O)[O-].[Na+].